Predict the product of the given reaction. From a dataset of Forward reaction prediction with 1.9M reactions from USPTO patents (1976-2016). (1) Given the reactants [SH:1][C:2]1[CH:11]=[CH:10][CH:9]=[CH:8][C:3]=1[C:4]([O:6][CH3:7])=[O:5].F[C:13]1[CH:23]=[CH:22][C:16]([C:17]([O:19][CH2:20][CH3:21])=[O:18])=[CH:15][C:14]=1[N+:24]([O-:26])=[O:25].C([O-])([O-])=O.[Cs+].[Cs+], predict the reaction product. The product is: [CH2:20]([O:19][C:17](=[O:18])[C:16]1[CH:22]=[CH:23][C:13]([S:1][C:2]2[CH:11]=[CH:10][CH:9]=[CH:8][C:3]=2[C:4]([O:6][CH3:7])=[O:5])=[C:14]([N+:24]([O-:26])=[O:25])[CH:15]=1)[CH3:21]. (2) Given the reactants [S:1]1[CH2:6][CH:5]=[C:4](OS(C(F)(F)F)(=O)=O)[CH2:3][CH2:2]1.[B:15]1([B:15]2[O:20][CH2:19][C:18]([CH3:22])([CH3:21])[CH2:17][O:16]2)[O:20][CH2:19][C:18]([CH3:22])([CH3:21])[CH2:17][O:16]1.CC([O-])=O.[K+].CCOC(C)=O, predict the reaction product. The product is: [S:1]1[CH2:6][CH:5]=[C:4]([B:15]2[O:20][CH2:19][C:18]([CH3:22])([CH3:21])[CH2:17][O:16]2)[CH2:3][CH2:2]1. (3) Given the reactants Cl[C:2]1[C:7]2[N:8]([CH2:20][C@H:21]3[CH2:26][CH2:25][C@H:24]([CH3:27])[CH2:23][CH2:22]3)[C:9]([N:11]3[CH2:16][CH2:15][O:14][C@@H:13]4[CH2:17][CH2:18][CH2:19][C@@H:12]34)=[N:10][C:6]=2[CH:5]=[C:4]([Cl:28])[N:3]=1.[CH2:29]([O:36][C:37]1[C:42](B(O)O)=[CH:41][C:40]([Cl:46])=[CH:39][N:38]=1)[C:30]1[CH:35]=[CH:34][CH:33]=[CH:32][CH:31]=1.C([O-])([O-])=O.[Na+].[Na+].O, predict the reaction product. The product is: [CH2:29]([O:36][C:37]1[C:42]([C:2]2[C:7]3[N:8]([CH2:20][C@H:21]4[CH2:26][CH2:25][C@H:24]([CH3:27])[CH2:23][CH2:22]4)[C:9]([N:11]4[CH2:16][CH2:15][O:14][C@@H:13]5[CH2:17][CH2:18][CH2:19][C@@H:12]45)=[N:10][C:6]=3[CH:5]=[C:4]([Cl:28])[N:3]=2)=[CH:41][C:40]([Cl:46])=[CH:39][N:38]=1)[C:30]1[CH:31]=[CH:32][CH:33]=[CH:34][CH:35]=1. (4) Given the reactants [CH2:1]([O:8][C:9]([NH:11][C:12]1[CH:17]=[CH:16][C:15]([CH2:18][C:19]([O:21]CC)=O)=[CH:14][CH:13]=1)=[O:10])[C:2]1[CH:7]=[CH:6][CH:5]=[CH:4][CH:3]=1.[CH2:24]([Mg]Br)[CH3:25].Cl.O1CC[CH2:31][CH2:30]1, predict the reaction product. The product is: [CH2:30]([C:19]([OH:21])([CH2:24][CH3:25])[CH2:18][C:15]1[CH:14]=[CH:13][C:12]([NH:11][C:9](=[O:10])[O:8][CH2:1][C:2]2[CH:3]=[CH:4][CH:5]=[CH:6][CH:7]=2)=[CH:17][CH:16]=1)[CH3:31]. (5) Given the reactants [Cl-].[CH3:2][S+](C)(C)=O.[H-].[Na+].[CH3:9][N:10]1[C:14](=[O:15])[CH:13]=[C:12]([C:16]2[CH:21]=[CH:20][C:19]([F:22])=[C:18]([Cl:23])[CH:17]=2)[C:11]1=[O:24], predict the reaction product. The product is: [Cl:23][C:18]1[CH:17]=[C:16]([C:12]23[CH2:2][CH:13]2[C:14](=[O:15])[N:10]([CH3:9])[C:11]3=[O:24])[CH:21]=[CH:20][C:19]=1[F:22].